Dataset: Experimentally validated miRNA-target interactions with 360,000+ pairs, plus equal number of negative samples. Task: Binary Classification. Given a miRNA mature sequence and a target amino acid sequence, predict their likelihood of interaction. The miRNA is hsa-miR-548c-3p with sequence CAAAAAUCUCAAUUACUUUUGC. The protein sequence of the target gene is MPAGPVQAVPPPPPVPTEPKQPTEEEASSKEDSAPSKPVVGIIYPPPEVRNIVDKTASFVARNGPEFEARIRQNEINNPKFNFLNPNDPYHAYYRHKVSEFKEGKAQEPSAAIPKVMQQQQQTTQQQLPQKVQAQVIQETIVPKEPPPEFEFIADPPSISAFDLDVVKLTAQFVARNGRQFLTQLMQKEQRNYQFDFLRPQHSLFNYFTKLVEQYTKILIPPKGLFSKLKKEAENPREVLDQVCYRVEWAKFQERERKKEEEEKEKERVAYAQIDWHDFVVVETVDFQPNEQGNFPPPTT.... Result: 1 (interaction).